From a dataset of Forward reaction prediction with 1.9M reactions from USPTO patents (1976-2016). Predict the product of the given reaction. (1) Given the reactants [CH:1]1[N:6]=[C:5]([Cl:7])[C:4]2[N:8]=[CH:9][N:10]([C@@H:11]3[O:15][C@H:14]([CH2:16][OH:17])[C@@H:13]([OH:18])[C@H:12]3[OH:19])[C:3]=2[N:2]=1.P(Cl)(Cl)(Cl)=O.[OH-].[NH4+].[P:27](OC)([O:31]C)([O:29]C)=[O:28], predict the reaction product. The product is: [CH:1]1[N:6]=[C:5]([Cl:7])[C:4]2[N:8]=[CH:9][N:10]([C@@H:11]3[O:15][C@H:14]([CH2:16][O:17][P:27]([OH:31])([OH:29])=[O:28])[C@@H:13]([OH:18])[C@H:12]3[OH:19])[C:3]=2[N:2]=1. (2) Given the reactants [Br:1][C:2]1[N:7]=[C:6]([C:8]([N:10]2[CH2:15][CH2:14][C:13](=[O:16])[CH2:12][CH2:11]2)=[O:9])[CH:5]=[CH:4][CH:3]=1.C[Si](C)(C)[C:19]([F:22])([F:21])[F:20].[F-].C([N+](CCCC)(CCCC)CCCC)CCC.[Cl-].[NH4+], predict the reaction product. The product is: [Br:1][C:2]1[N:7]=[C:6]([C:8]([N:10]2[CH2:15][CH2:14][C:13]([OH:16])([C:19]([F:22])([F:21])[F:20])[CH2:12][CH2:11]2)=[O:9])[CH:5]=[CH:4][CH:3]=1. (3) Given the reactants N12CCCN=C1CCCCC2.[Br:12][CH:13]([C:16]1[C:24]2[O:23][C:22]([C:25]3[CH:30]=[CH:29][C:28]([OH:31])=[CH:27][CH:26]=3)=[N:21][C:20]=2[CH:19]=[C:18]([OH:32])[CH:17]=1)[CH2:14]Br.Cl, predict the reaction product. The product is: [Br:12][C:13]([C:16]1[C:24]2[O:23][C:22]([C:25]3[CH:30]=[CH:29][C:28]([OH:31])=[CH:27][CH:26]=3)=[N:21][C:20]=2[CH:19]=[C:18]([OH:32])[CH:17]=1)=[CH2:14]. (4) Given the reactants Cl[C:2]1[CH:7]=C[C:5]([C:8]([C:14]2[CH:19]=[CH:18][C:17]([N:20]([CH3:30])[S:21]([C:24]3[CH:29]=[CH:28][CH:27]=[CH:26][CH:25]=3)(=[O:23])=[O:22])=[CH:16][CH:15]=2)([OH:13])[C:9]([F:12])([F:11])[F:10])=[CH:4][CH:3]=1.[CH3:31]C(C)CC#C, predict the reaction product. The product is: [OH:13][C:8]([C:14]1[CH:15]=[CH:16][C:17]([N:20]([CH3:30])[S:21]([C:24]2[CH:29]=[CH:28][CH:27]=[CH:26][CH:25]=2)(=[O:22])=[O:23])=[CH:18][CH:19]=1)([C:9]([F:12])([F:10])[F:11])[C:5]#[C:4][CH2:3][CH:2]([CH3:7])[CH3:31]. (5) Given the reactants Cl[C:2]1[N:3]=[CH:4][C:5]([O:17][CH3:18])=[C:6]2[C:10]([C:11](=[O:16])[C:12]([O:14][CH3:15])=[O:13])=[CH:9][NH:8][C:7]=12.C([Sn](CCCC)(CCCC)[C:24]1[CH:28]=[C:27]([C:29]([OH:34])([CH2:32][CH3:33])[CH2:30][CH3:31])[NH:26][N:25]=1)CCC, predict the reaction product. The product is: [OH:34][C:29]([C:27]1[NH:26][N:25]=[C:24]([C:2]2[N:3]=[CH:4][C:5]([O:17][CH3:18])=[C:6]3[C:10]([C:11](=[O:16])[C:12]([O:14][CH3:15])=[O:13])=[CH:9][NH:8][C:7]=23)[CH:28]=1)([CH2:32][CH3:33])[CH2:30][CH3:31]. (6) Given the reactants Br[CH2:2][CH2:3][CH2:4]O.[C:6]([O-:9])([O-])=O.[K+].[K+].[CH3:12][S:13](Cl)(=[O:15])=[O:14].[CH3:17][CH2:18][N:19]([CH2:22][CH3:23])[CH2:20][CH3:21].[CH3:24][C:25]#N, predict the reaction product. The product is: [CH3:12][S:13]([O:9][CH2:6][CH2:17][CH2:18][N:19]1[CH2:22][CH2:23][C:25]2[C:21](=[CH:2][CH:3]=[CH:4][CH:24]=2)[CH2:20]1)(=[O:15])=[O:14].